From a dataset of NCI-60 drug combinations with 297,098 pairs across 59 cell lines. Regression. Given two drug SMILES strings and cell line genomic features, predict the synergy score measuring deviation from expected non-interaction effect. Drug 1: CC1C(C(CC(O1)OC2CC(CC3=C2C(=C4C(=C3O)C(=O)C5=C(C4=O)C(=CC=C5)OC)O)(C(=O)CO)O)N)O.Cl. Drug 2: C1C(C(OC1N2C=NC(=NC2=O)N)CO)O. Cell line: UO-31. Synergy scores: CSS=5.21, Synergy_ZIP=-2.45, Synergy_Bliss=0.319, Synergy_Loewe=-3.34, Synergy_HSA=-0.828.